From a dataset of Reaction yield outcomes from USPTO patents with 853,638 reactions. Predict the reaction yield, written as a fraction of the theoretical maximum amount of product (1.0 means a 100% yield; for example, 0.34 means a 34% yield). (1) The reactants are [CH3:1][O:2][C:3]1[CH:8]=[CH:7][CH:6]=[CH:5][C:4]=1[NH:9][S:10]([C:13]1[CH:14]=[C:15]([CH:19]=[CH:20][C:21]([OH:23])=O)[CH:16]=[CH:17][CH:18]=1)(=[O:12])=[O:11].[Cl:24]CCl. The catalyst is CN(C)C=O. The product is [CH3:1][O:2][C:3]1[CH:8]=[CH:7][CH:6]=[CH:5][C:4]=1[NH:9][S:10]([C:13]1[CH:14]=[C:15]([CH:19]=[CH:20][C:21]([Cl:24])=[O:23])[CH:16]=[CH:17][CH:18]=1)(=[O:12])=[O:11]. The yield is 0.970. (2) The reactants are [N:1]1([C:6]2[CH:11]=[CH:10][C:9](/[CH:12]=[CH:13]/[C:14]([C:20]3[CH:25]=[C:24]([Cl:26])[CH:23]=[C:22]([Cl:27])[CH:21]=3)([OH:19])[C:15]([F:18])([F:17])[F:16])=[CH:8][CH:7]=2)[CH:5]=[N:4][CH:3]=[N:2]1.[H-].[Na+].[CH3:30]I. The catalyst is C1COCC1. The product is [Cl:27][C:22]1[CH:21]=[C:20]([C:14]([O:19][CH3:30])([C:15]([F:18])([F:17])[F:16])/[CH:13]=[CH:12]/[C:9]2[CH:10]=[CH:11][C:6]([N:1]3[CH:5]=[N:4][CH:3]=[N:2]3)=[CH:7][CH:8]=2)[CH:25]=[C:24]([Cl:26])[CH:23]=1. The yield is 0.350. (3) The reactants are [CH3:1][O:2][C:3]1[CH:8]=[C:7]([CH:9]=O)[CH:6]=[CH:5][N:4]=1.[CH3:11][O:12][C:13]([CH:15]=P(C1C=CC=CC=1)(C1C=CC=CC=1)C1C=CC=CC=1)=[O:14].O. The catalyst is C(Cl)Cl. The product is [CH3:11][O:12][C:13](=[O:14])[CH:15]=[CH:9][C:7]1[CH:6]=[CH:5][N:4]=[C:3]([O:2][CH3:1])[CH:8]=1. The yield is 0.876. (4) The reactants are [CH2:1]([CH:3]([CH2:21][CH2:22][CH2:23][CH3:24])[CH2:4][O:5][C:6]1[CH:11]=[CH:10][C:9]([O:12][CH2:13][CH:14]([CH2:19][CH3:20])[CH2:15][CH2:16][CH2:17][CH3:18])=[CH:8][CH:7]=1)[CH3:2].[N+:25]([O-])([OH:27])=[O:26].O. The catalyst is C(Cl)(Cl)Cl. The product is [CH2:19]([CH:14]([CH2:15][CH2:16][CH2:17][CH3:18])[CH2:13][O:12][C:9]1[CH:8]=[CH:7][C:6]([O:5][CH2:4][CH:3]([CH2:1][CH3:2])[CH2:21][CH2:22][CH2:23][CH3:24])=[CH:11][C:10]=1[N+:25]([O-:27])=[O:26])[CH3:20]. The yield is 1.00. (5) The reactants are [Cl:1][C:2]1[C:3]([O:12][C:13]2[CH:18]=[C:17]([O:19][CH2:20][CH2:21][O:22][CH3:23])[CH:16]=[CH:15][C:14]=2/[CH:24]=[CH:25]/[C:26]([OH:28])=O)=[N:4][CH:5]=[C:6]([C:8]([F:11])([F:10])[F:9])[CH:7]=1.Cl.C(N=C=NCCCN(C)C)C.[C:41]([C:43]1[CH:44]=[C:45]([S:49]([NH2:52])(=[O:51])=[O:50])[CH:46]=[CH:47][CH:48]=1)#[N:42].Cl. The catalyst is C(#N)C.CN(C)C1C=CN=CC=1.C(OCC)(=O)C. The product is [Cl:1][C:2]1[C:3]([O:12][C:13]2[CH:18]=[C:17]([O:19][CH2:20][CH2:21][O:22][CH3:23])[CH:16]=[CH:15][C:14]=2/[CH:24]=[CH:25]/[C:26]([NH:52][S:49]([C:45]2[CH:46]=[CH:47][CH:48]=[C:43]([C:41]#[N:42])[CH:44]=2)(=[O:50])=[O:51])=[O:28])=[N:4][CH:5]=[C:6]([C:8]([F:11])([F:10])[F:9])[CH:7]=1. The yield is 0.800. (6) The reactants are Br[CH2:2][C:3]1[CH:10]=[CH:9][C:6]([CH:7]=[O:8])=[CH:5][CH:4]=1.[OH:11][C:12]1[CH:17]=[CH:16][C:15]([SH:18])=[CH:14][CH:13]=1.C(N(CC)CC)C. The catalyst is O1CCOCC1.O. The product is [OH:11][C:12]1[CH:17]=[CH:16][C:15]([S:18][CH2:2][C:3]2[CH:10]=[CH:9][C:6]([CH:7]=[O:8])=[CH:5][CH:4]=2)=[CH:14][CH:13]=1. The yield is 0.620. (7) The reactants are C(OC(=O)[NH:7][CH2:8][C:9]#[C:10][C:11]1[CH:12]=[N:13][C:14]([NH2:29])=[C:15]([O:17][CH:18]([C:20]2[C:25]([Cl:26])=[CH:24][CH:23]=[C:22]([F:27])[C:21]=2[Cl:28])[CH3:19])[CH:16]=1)(C)(C)C. The catalyst is C(O)(C(F)(F)F)=O.ClCCl. The product is [NH2:7][CH2:8][C:9]#[C:10][C:11]1[CH:16]=[C:15]([O:17][CH:18]([C:20]2[C:25]([Cl:26])=[CH:24][CH:23]=[C:22]([F:27])[C:21]=2[Cl:28])[CH3:19])[C:14]([NH2:29])=[N:13][CH:12]=1. The yield is 0.930. (8) The reactants are [ClH:1].C[O:3][C:4]([C:6]1([NH:12][C:13]([C:15]2[CH:20]=[CH:19][C:18]([N:21]3[CH2:26][CH2:25][N:24]([CH2:27][CH2:28][CH3:29])[CH2:23][CH2:22]3)=[CH:17][CH:16]=2)=[O:14])[CH2:11][CH2:10][CH2:9][CH2:8][CH2:7]1)=[O:5]. No catalyst specified. The product is [ClH:1].[CH2:27]([N:24]1[CH2:23][CH2:22][N:21]([C:18]2[CH:17]=[CH:16][C:15]([C:13]([NH:12][C:6]3([C:4]([OH:5])=[O:3])[CH2:11][CH2:10][CH2:9][CH2:8][CH2:7]3)=[O:14])=[CH:20][CH:19]=2)[CH2:26][CH2:25]1)[CH2:28][CH3:29]. The yield is 0.410. (9) The reactants are [NH2:1][C:2]1[C:3]([N+:13]([O-:15])=[O:14])=[C:4]([CH:9]=[C:10](Cl)[CH:11]=1)[C:5]([O:7][CH3:8])=[O:6].[NH:16]1[CH2:21][CH2:20][O:19][CH2:18][CH2:17]1.C([O-])([O-])=O.[K+].[K+].O. The catalyst is CN(C=O)C. The product is [NH2:1][C:2]1[C:3]([N+:13]([O-:15])=[O:14])=[C:4]([CH:9]=[C:10]([N:16]2[CH2:21][CH2:20][O:19][CH2:18][CH2:17]2)[CH:11]=1)[C:5]([O:7][CH3:8])=[O:6]. The yield is 0.460.